From a dataset of Antibody-antigen binding affinity with 493 pairs from SAbDab. Regression. Given the amino acid sequences of an antibody and an antigen, predict their binding affinity value. We predict pKd (pKd = -log10(Kd in M); higher means stronger binding). The antibody sequence is ['QVQLQQSGPEVVRPGVSVRISCKGSGYTFTDYAMHWVKQSHAKSLDWIGVIGTDNGNTNYNQKFKGKATMTVDKSSNTAYMELGRLTSEDSAIYYCARRDRDDVWFAYWGQGTLVTVSAAKTTAPSVYPLAPVCGDTTGSSVTLGCLVKGYFPEPVTLTWNSGSLSSGVHTFPAVLQSDLYTLSSSVTVTSSTWPSQSITCNVAHPASSTKVDKKIEPRGP', 'DIVMSQSPSSLAVSVGEKVSMSCKSSQSLFYSSYQKDLLAWYQQKPGQSPKLLIYWASTRESGVPDRFTGSGSGTDFTLTISSVKAEDLAVYFCQQYYTYPLTFGAGTKLELKRADAAPTVSIFPPSSEQLTSGGASVVCFLNNFYPKDINVKWKIDGSERQNGVLNSWTDQDSKDSTYSMSSTLTLTKDEYERHNSYTCEATHKTSTSPIVKSFNRNEC']. The antigen (extracellular domain of influenza matrix protein 2) has sequence MSLLTEVETPIRNEWGCRCNDSS. The pKd is 9.4.